From a dataset of Peptide-MHC class I binding affinity with 185,985 pairs from IEDB/IMGT. Regression. Given a peptide amino acid sequence and an MHC pseudo amino acid sequence, predict their binding affinity value. This is MHC class I binding data. (1) The peptide sequence is CTDESRDRK. The MHC is HLA-A33:01 with pseudo-sequence HLA-A33:01. The binding affinity (normalized) is 0. (2) The peptide sequence is IMFAKTLDF. The MHC is HLA-B15:03 with pseudo-sequence HLA-B15:03. The binding affinity (normalized) is 1.00. (3) The peptide sequence is RAFTEEGAI. The MHC is HLA-A02:02 with pseudo-sequence HLA-A02:02. The binding affinity (normalized) is 0.0417. (4) The peptide sequence is FSTRFYNNM. The MHC is H-2-Db with pseudo-sequence H-2-Db. The binding affinity (normalized) is 0.00610. (5) The peptide sequence is GLQKCVRMYN. The MHC is Mamu-B08 with pseudo-sequence Mamu-B08. The binding affinity (normalized) is 0.